From a dataset of Reaction yield outcomes from USPTO patents with 853,638 reactions. Predict the reaction yield, written as a fraction of the theoretical maximum amount of product (1.0 means a 100% yield; for example, 0.34 means a 34% yield). The reactants are [C:1]([C:5]1[CH:10]=[C:9](Br)[CH:8]=[CH:7][C:6]=1[O:12][CH3:13])([CH3:4])([CH3:3])[CH3:2].[Li]CCCC.C([O:22][B:23](OC(C)C)[O:24]C(C)C)(C)C.Cl. The catalyst is C1COCC1.CCOCC. The product is [C:1]([C:5]1[CH:10]=[C:9]([B:23]([OH:24])[OH:22])[CH:8]=[CH:7][C:6]=1[O:12][CH3:13])([CH3:4])([CH3:3])[CH3:2]. The yield is 0.640.